Dataset: Full USPTO retrosynthesis dataset with 1.9M reactions from patents (1976-2016). Task: Predict the reactants needed to synthesize the given product. (1) Given the product [CH2:1]([O:3][C:4]([C:6]1([C:9]2[CH:10]=[CH:11][C:12]([C:15]3[CH:20]=[CH:19][C:18]([C:21]4[O:25][N:24]=[C:23]([CH3:26])[C:22]=4[CH:27]([OH:33])[C:28]([CH3:32])([CH3:31])/[CH:29]=[CH:30]/[C:35]4[CH:40]=[CH:39][CH:38]=[CH:37][CH:36]=4)=[CH:17][CH:16]=3)=[CH:13][CH:14]=2)[CH2:8][CH2:7]1)=[O:5])[CH3:2], predict the reactants needed to synthesize it. The reactants are: [CH2:1]([O:3][C:4]([C:6]1([C:9]2[CH:14]=[CH:13][C:12]([C:15]3[CH:20]=[CH:19][C:18]([C:21]4[O:25][N:24]=[C:23]([CH3:26])[C:22]=4[CH:27]([OH:33])[C:28]([CH3:32])([CH3:31])[CH:29]=[CH2:30])=[CH:17][CH:16]=3)=[CH:11][CH:10]=2)[CH2:8][CH2:7]1)=[O:5])[CH3:2].I[C:35]1[CH:40]=[CH:39][CH:38]=[CH:37][CH:36]=1. (2) Given the product [CH3:13][C:10]1[CH:11]=[CH:12][C:7]([C:6]2[C:2]([CH3:1])=[N:3][N:4]3[C:22]([C:19]4[CH:20]=[CH:21][C:16]([F:15])=[CH:17][CH:18]=4)=[CH:23][C:24](=[O:25])[NH:14][C:5]=23)=[CH:8][CH:9]=1, predict the reactants needed to synthesize it. The reactants are: [CH3:1][C:2]1[C:6]([C:7]2[CH:12]=[CH:11][C:10]([CH3:13])=[CH:9][CH:8]=2)=[C:5]([NH2:14])[NH:4][N:3]=1.[F:15][C:16]1[CH:21]=[CH:20][C:19]([C:22](=O)[CH2:23][C:24](OCC)=[O:25])=[CH:18][CH:17]=1. (3) Given the product [F:25][C:26]([F:37])([F:36])[O:18][C:16]1[C:11]2[N:10]=[C:9]([CH3:24])[N:8]([CH2:1][C:2]3[CH:3]=[CH:4][CH:5]=[CH:6][CH:7]=3)[C:12]=2[CH:13]=[C:14]([C:19]([O:21][CH2:22][CH3:23])=[O:20])[CH:15]=1, predict the reactants needed to synthesize it. The reactants are: [CH2:1]([N:8]1[C:12](/[CH:13]=[C:14](/[C:19]([O:21][CH2:22][CH3:23])=[O:20])\[CH2:15][C:16]([OH:18])=O)=[CH:11][N:10]=[C:9]1[CH3:24])[C:2]1[CH:7]=[CH:6][CH:5]=[CH:4][CH:3]=1.[F:25][C:26]([F:37])([F:36])C(OC(=O)[C:26]([F:37])([F:36])[F:25])=O.